From a dataset of Full USPTO retrosynthesis dataset with 1.9M reactions from patents (1976-2016). Predict the reactants needed to synthesize the given product. (1) Given the product [Cl:15][C:16]1[CH:21]=[C:20]([S:22]([C:25]([F:28])([F:27])[F:26])(=[O:24])=[O:23])[CH:19]=[CH:18][C:17]=1[NH:29][C:30]([C:7]1[C:8]2[CH2:9][CH2:10][CH2:11][C:12]=2[CH:13]=[C:5]([C:1]([CH3:4])([CH3:2])[CH3:3])[C:6]=1[OH:14])=[O:31], predict the reactants needed to synthesize it. The reactants are: [C:1]([C:5]1[CH:13]=[C:12]2[C:8]([CH2:9][CH2:10][CH2:11]2)=[CH:7][C:6]=1[OH:14])([CH3:4])([CH3:3])[CH3:2].[Cl:15][C:16]1[CH:21]=[C:20]([S:22]([C:25]([F:28])([F:27])[F:26])(=[O:24])=[O:23])[CH:19]=[CH:18][C:17]=1[N:29]=[C:30]=[O:31]. (2) Given the product [F:13][C:12]([F:15])([F:14])[O:11][C:7]1[CH:6]=[C:5]([C:3]2[S:19][C:18]([NH2:20])=[N:17][CH:2]=2)[CH:10]=[CH:9][CH:8]=1, predict the reactants needed to synthesize it. The reactants are: Cl[CH:2](Cl)[CH:3]([C:5]1[CH:10]=[CH:9][CH:8]=[C:7]([O:11][C:12]([F:15])([F:14])[F:13])[CH:6]=1)O.[NH2:17][C:18]([NH2:20])=[S:19].[OH-].[K+].